Task: Predict the reactants needed to synthesize the given product.. Dataset: Full USPTO retrosynthesis dataset with 1.9M reactions from patents (1976-2016) (1) Given the product [ClH:43].[CH:38]1([N:27]2[C:25]3[N:26]=[C:21]([NH:20][C:17]4[CH:18]=[CH:19][C:14]([N:11]5[CH2:12][CH2:13][NH:8][CH2:9][CH2:10]5)=[CH:15][N:16]=4)[N:22]=[CH:23][C:24]=3[CH:30]=[C:29]([O:31][CH2:32][CH2:33][O:34][CH2:35][CH3:36])[C:28]2=[O:37])[CH2:39][CH2:40][CH2:41][CH2:42]1, predict the reactants needed to synthesize it. The reactants are: C(OC([N:8]1[CH2:13][CH2:12][N:11]([C:14]2[CH:15]=[N:16][C:17]([NH:20][C:21]3[N:22]=[CH:23][C:24]4[CH:30]=[C:29]([O:31][CH2:32][CH2:33][O:34][CH2:35][CH3:36])[C:28](=[O:37])[N:27]([CH:38]5[CH2:42][CH2:41][CH2:40][CH2:39]5)[C:25]=4[N:26]=3)=[CH:18][CH:19]=2)[CH2:10][CH2:9]1)=O)(C)(C)C.[ClH:43]. (2) Given the product [C:1]([O:5][C:6]([NH:8][C@@H:9]([CH:10]([CH3:12])[CH3:11])[C:13]([O-:15])=[O:14])=[O:7])([CH3:4])([CH3:3])[CH3:2].[Cs+:20], predict the reactants needed to synthesize it. The reactants are: [C:1]([O:5][C:6]([NH:8][C@H:9]([C:13]([OH:15])=[O:14])[CH:10]([CH3:12])[CH3:11])=[O:7])([CH3:4])([CH3:3])[CH3:2].C(=O)([O-])[O-].[Cs+:20].[Cs+]. (3) Given the product [C:40]([N:16]1[CH2:15][C:14]([CH3:28])([CH3:27])[C:13]2[N:12]=[C:11]([CH:29]([CH3:31])[CH3:30])[C:10]([CH:6]([O:5][C:1]([CH3:4])([CH3:3])[CH3:2])[C:7]([OH:9])=[O:8])=[C:19]([C:20]3[CH:21]=[CH:22][C:23]([F:26])=[CH:24][CH:25]=3)[C:18]=2[CH2:17]1)(=[O:41])[CH3:39], predict the reactants needed to synthesize it. The reactants are: [C:1]([O:5][CH:6]([C:10]1[C:11]([CH:29]([CH3:31])[CH3:30])=[N:12][C:13]2[C:14]([CH3:28])([CH3:27])[CH2:15][NH:16][CH2:17][C:18]=2[C:19]=1[C:20]1[CH:25]=[CH:24][C:23]([F:26])=[CH:22][CH:21]=1)[C:7]([OH:9])=[O:8])([CH3:4])([CH3:3])[CH3:2].CCN(CC)CC.[CH3:39][C:40](OC(C)=O)=[O:41].